From a dataset of TCR-epitope binding with 47,182 pairs between 192 epitopes and 23,139 TCRs. Binary Classification. Given a T-cell receptor sequence (or CDR3 region) and an epitope sequence, predict whether binding occurs between them. (1) The epitope is MLNIPSINV. The TCR CDR3 sequence is CASSQGSAGNQPQHF. Result: 1 (the TCR binds to the epitope). (2) The epitope is YFPLQSYGF. The TCR CDR3 sequence is CASSFYPSSYEQYF. Result: 1 (the TCR binds to the epitope). (3) The epitope is KLSALGINAV. The TCR CDR3 sequence is CASSPGTGEMRPQHF. Result: 0 (the TCR does not bind to the epitope).